Dataset: Forward reaction prediction with 1.9M reactions from USPTO patents (1976-2016). Task: Predict the product of the given reaction. (1) The product is: [CH2:51]1[C:60]2[C:55](=[CH:56][CH:57]=[CH:58][C:59]=2[CH2:61][N:14]2[C:13]3[CH:18]=[C:19]([F:20])[C:10]([S:7]([N:6]([CH2:5][C:4]4[CH:26]=[CH:27][C:28]([O:30][CH3:31])=[CH:29][C:3]=4[O:2][CH3:1])[C:21]4[S:25][N:24]=[CH:23][N:22]=4)(=[O:8])=[O:9])=[CH:11][C:12]=3[O:16][C:15]2=[O:17])[CH2:54][CH2:53][C:52]21[O:63][CH2:64][CH2:65][O:66]2. Given the reactants [CH3:1][O:2][C:3]1[CH:29]=[C:28]([O:30][CH3:31])[CH:27]=[CH:26][C:4]=1[CH2:5][N:6]([C:21]1[S:25][N:24]=[CH:23][N:22]=1)[S:7]([C:10]1[C:19]([F:20])=[CH:18][C:13]2[NH:14][C:15](=[O:17])[O:16][C:12]=2[CH:11]=1)(=[O:9])=[O:8].C1(P(C2C=CC=CC=2)C2C=CC=CC=2)C=CC=CC=1.[CH2:51]1[C:60]2[C:55](=[CH:56][CH:57]=[CH:58][C:59]=2[CH2:61]O)[CH2:54][CH2:53][C:52]21[O:66][CH2:65][CH2:64][O:63]2.C1COCC1, predict the reaction product. (2) The product is: [Br-:10].[C:16]([CH2:15][CH2:14][CH2:13][CH2:12][CH2:11][N:3]1[C:2]([Cl:1])=[C:6]([Cl:7])[N+:5]([CH2:20][C:21]2[C:30]3[C:25](=[CH:26][CH:27]=[CH:28][CH:29]=3)[CH:24]=[CH:23][CH:22]=2)=[CH:4]1)([OH:18])=[O:17]. Given the reactants [Cl:1][C:2]1[N:3]=[CH:4][NH:5][C:6]=1[Cl:7].[OH-].[K+].[Br:10][CH2:11][CH2:12][CH2:13][CH2:14][CH2:15][C:16]([OH:18])=[O:17].Br[CH2:20][C:21]1[C:30]2[C:25](=[CH:26][CH:27]=[CH:28][CH:29]=2)[CH:24]=[CH:23][CH:22]=1.Br, predict the reaction product. (3) Given the reactants [NH2:1][C:2]1[CH:3]=[C:4]([C:9]([F:12])([F:11])[F:10])[CH:5]=[C:6](Br)[CH:7]=1.[NH:13]1[CH:17]=[CH:16][N:15]=[C:14]1[CH2:18][N:19]([CH3:21])[CH3:20].OC1C=CC=C2C=1N=CC=C2.C([O-])([O-])=O.[K+].[K+], predict the reaction product. The product is: [CH3:20][N:19]([CH2:18][C:14]1[N:13]([C:6]2[CH:7]=[C:2]([CH:3]=[C:4]([C:9]([F:10])([F:12])[F:11])[CH:5]=2)[NH2:1])[CH:17]=[CH:16][N:15]=1)[CH3:21]. (4) Given the reactants [OH:1][C:2]1[CH:7]=[C:6]([C:8]([F:11])([F:10])[F:9])[CH:5]=[CH:4][N:3]=1.[CH2:12]([NH:19][C:20]([C:22]1[S:26][C:25](Br)=[N:24][C:23]=1[CH3:28])=[O:21])[C:13]1[CH:18]=[CH:17][CH:16]=[CH:15][CH:14]=1, predict the reaction product. The product is: [CH2:12]([NH:19][C:20]([C:22]1[S:26][C:25]([N:3]2[CH:4]=[CH:5][C:6]([C:8]([F:9])([F:11])[F:10])=[CH:7][C:2]2=[O:1])=[N:24][C:23]=1[CH3:28])=[O:21])[C:13]1[CH:14]=[CH:15][CH:16]=[CH:17][CH:18]=1. (5) Given the reactants [CH:1]1([C:4]2[N:8]([CH:9]3[CH2:11][CH2:10]3)[C:7]([C:12]([CH3:19])([N:14]3[CH:18]=[CH:17][CH:16]=[CH:15]3)[CH3:13])=[N:6][N:5]=2)[CH2:3][CH2:2]1.CN(C=O)C.C(=O)([O-])[O-:26].[K+].[K+].Br[CH2:32][C:33]1C=CC=C[C:34]=1[CH2:39]Br, predict the reaction product. The product is: [CH:9]1([N:8]2[C:4]([CH:1]3[CH2:3][CH2:2]3)=[N:5][N:6]=[C:7]2[C:12]([N:14]2[CH2:15][C:16]3[C:17](=[CH:32][CH:33]=[CH:34][CH:39]=3)[C:18]2=[O:26])([CH3:19])[CH3:13])[CH2:10][CH2:11]1.